Dataset: NCI-60 drug combinations with 297,098 pairs across 59 cell lines. Task: Regression. Given two drug SMILES strings and cell line genomic features, predict the synergy score measuring deviation from expected non-interaction effect. (1) Drug 1: CCN(CC)CCCC(C)NC1=C2C=C(C=CC2=NC3=C1C=CC(=C3)Cl)OC. Drug 2: C(CN)CNCCSP(=O)(O)O. Cell line: TK-10. Synergy scores: CSS=30.7, Synergy_ZIP=0.348, Synergy_Bliss=7.85, Synergy_Loewe=-34.2, Synergy_HSA=7.22. (2) Drug 1: CCCS(=O)(=O)NC1=C(C(=C(C=C1)F)C(=O)C2=CNC3=C2C=C(C=N3)C4=CC=C(C=C4)Cl)F. Drug 2: CCC(=C(C1=CC=CC=C1)C2=CC=C(C=C2)OCCN(C)C)C3=CC=CC=C3.C(C(=O)O)C(CC(=O)O)(C(=O)O)O. Cell line: SN12C. Synergy scores: CSS=3.58, Synergy_ZIP=0.681, Synergy_Bliss=0.728, Synergy_Loewe=-1.86, Synergy_HSA=-1.35. (3) Drug 1: CN1C(=O)N2C=NC(=C2N=N1)C(=O)N. Drug 2: CC1CCC2CC(C(=CC=CC=CC(CC(C(=O)C(C(C(=CC(C(=O)CC(OC(=O)C3CCCCN3C(=O)C(=O)C1(O2)O)C(C)CC4CCC(C(C4)OC)OCCO)C)C)O)OC)C)C)C)OC. Cell line: SF-268. Synergy scores: CSS=5.49, Synergy_ZIP=-4.14, Synergy_Bliss=-4.06, Synergy_Loewe=-9.35, Synergy_HSA=-5.13.